From a dataset of NCI-60 drug combinations with 297,098 pairs across 59 cell lines. Regression. Given two drug SMILES strings and cell line genomic features, predict the synergy score measuring deviation from expected non-interaction effect. Drug 1: CC1=C(C=C(C=C1)NC(=O)C2=CC=C(C=C2)CN3CCN(CC3)C)NC4=NC=CC(=N4)C5=CN=CC=C5. Drug 2: CCN(CC)CCNC(=O)C1=C(NC(=C1C)C=C2C3=C(C=CC(=C3)F)NC2=O)C. Cell line: NCI-H226. Synergy scores: CSS=-3.72, Synergy_ZIP=2.56, Synergy_Bliss=1.69, Synergy_Loewe=-4.80, Synergy_HSA=-3.96.